This data is from Catalyst prediction with 721,799 reactions and 888 catalyst types from USPTO. The task is: Predict which catalyst facilitates the given reaction. Reactant: [CH3:1][C:2]1[CH:7]=[C:6]([C:8]2[CH:9]=[CH:10][C:11]3[N:17]4[CH2:18][C@H:14]([CH2:15][CH2:16]4)[NH:13][C:12]=3[N:19]=2)[CH:5]=[CH:4][N:3]=1.C1([O:26][C:27](=O)[NH:28][C:29]2[CH:37]=[CH:36][C:35]3[C:31](=[CH:32][N:33]([CH3:38])[N:34]=3)[CH:30]=2)C=CC=CC=1. Product: [CH3:38][N:33]1[CH:32]=[C:31]2[C:35]([CH:36]=[CH:37][C:29]([NH:28][C:27]([N:13]3[C@@H:14]4[CH2:18][N:17]([CH2:16][CH2:15]4)[C:11]4[CH:10]=[CH:9][C:8]([C:6]5[CH:5]=[CH:4][N:3]=[C:2]([CH3:1])[CH:7]=5)=[N:19][C:12]3=4)=[O:26])=[CH:30]2)=[N:34]1. The catalyst class is: 251.